Dataset: Full USPTO retrosynthesis dataset with 1.9M reactions from patents (1976-2016). Task: Predict the reactants needed to synthesize the given product. (1) Given the product [CH3:27][N:24]1[CH2:25][CH2:26][C:14]2[N:13]([CH2:12][CH:11]([C:8]3[CH:7]=[CH:6][C:5]([C:4]([NH2:31])=[O:29])=[CH:10][CH:9]=3)[OH:28])[C:21]3[CH:20]=[CH:19][C:18]([CH3:22])=[CH:17][C:16]=3[C:15]=2[CH2:23]1, predict the reactants needed to synthesize it. The reactants are: C(O[C:4](=[O:29])[C:5]1[CH:10]=[CH:9][C:8]([CH:11]([OH:28])[CH2:12][N:13]2[C:21]3[CH:20]=[CH:19][C:18]([CH3:22])=[CH:17][C:16]=3[C:15]3[CH2:23][N:24]([CH3:27])[CH2:25][CH2:26][C:14]2=3)=[CH:7][CH:6]=1)C.[OH-].[NH4+:31]. (2) Given the product [Cl:1][C:2]1[C:3]([CH3:46])=[N:4][O:5][C:6]=1[N:7]([CH2:40][O:41][CH2:42][CH2:43][O:44][CH3:45])[S:8]([C:11]1[C:19]2[C:14](=[N:15][CH:16]=[CH:17][CH:18]=2)[S:13][C:12]=1[CH2:20][C:21]1[CH:26]=[C:25]2[O:27][CH2:28][O:29][C:24]2=[CH:23][C:22]=1[CH2:30][CH2:31][O:32][C:33](=[O:35])[CH3:34])(=[O:9])=[O:10], predict the reactants needed to synthesize it. The reactants are: [Cl:1][C:2]1[C:3]([CH3:46])=[N:4][O:5][C:6]=1[N:7]([CH2:40][O:41][CH2:42][CH2:43][O:44][CH3:45])[S:8]([C:11]1[C:19]2[C:14](=[N:15][CH:16]=[CH:17][CH:18]=2)[S:13][C:12]=1[CH:20](OC(=O)C)[C:21]1[CH:26]=[C:25]2[O:27][CH2:28][O:29][C:24]2=[CH:23][C:22]=1[CH2:30][CH2:31][O:32][C:33](=[O:35])[CH3:34])(=[O:10])=[O:9].C([SiH](CC)CC)C.B(F)(F)F.CCOCC.